The task is: Predict the product of the given reaction.. This data is from Forward reaction prediction with 1.9M reactions from USPTO patents (1976-2016). (1) Given the reactants Cl[C:2]1[CH:7]=[C:6]([Cl:8])[N:5]=[N:4][C:3]=1[C:9]([OH:11])=[O:10].[F:12][C:13]1[CH:19]=[CH:18][C:16]([NH2:17])=[C:15]([CH3:20])[CH:14]=1, predict the reaction product. The product is: [Cl:8][C:6]1[N:5]=[N:4][C:3]([C:9]([OH:11])=[O:10])=[C:2]([NH:17][C:16]2[CH:18]=[CH:19][C:13]([F:12])=[CH:14][C:15]=2[CH3:20])[CH:7]=1. (2) Given the reactants [F:1][C:2]([F:31])([F:30])[C:3]1[CH:29]=[CH:28][C:6]([O:7][CH2:8][C:9]2[NH:13][C:12]3[CH:14]=[CH:15][C:16]([C:18]4[CH:23]=[CH:22][CH:21]=[CH:20][C:19]=4[CH:24]([OH:27])[CH2:25][CH3:26])=[CH:17][C:11]=3[N:10]=2)=[CH:5][CH:4]=1.CC(OI1(OC(C)=O)(OC(C)=O)OC(=O)C2C=CC=CC1=2)=O, predict the reaction product. The product is: [F:31][C:2]([F:1])([F:30])[C:3]1[CH:29]=[CH:28][C:6]([O:7][CH2:8][C:9]2[NH:13][C:12]3[CH:14]=[CH:15][C:16]([C:18]4[CH:23]=[CH:22][CH:21]=[CH:20][C:19]=4[C:24](=[O:27])[CH2:25][CH3:26])=[CH:17][C:11]=3[N:10]=2)=[CH:5][CH:4]=1. (3) Given the reactants [F:1][C:2]([F:20])([F:19])[C:3]1[CH:8]=[CH:7][C:6]([C@@H:9]2[C:18]3[C:13](=[CH:14][CH:15]=[CH:16][CH:17]=3)[CH2:12][CH2:11][NH:10]2)=[CH:5][CH:4]=1.C(N=C=NC(C)C)(C)C.O.N1(O)C2C=CC=CC=2N=N1.[C:41]12([C:51](O)=[O:52])[CH2:50][CH:45]3[CH2:46][CH:47]([CH2:49][CH:43]([CH2:44]3)[CH2:42]1)[CH2:48]2, predict the reaction product. The product is: [C:41]12([C:51]([N:10]3[CH2:11][CH2:12][C:13]4[C:18](=[CH:17][CH:16]=[CH:15][CH:14]=4)[C@H:9]3[C:6]3[CH:5]=[CH:4][C:3]([C:2]([F:1])([F:19])[F:20])=[CH:8][CH:7]=3)=[O:52])[CH2:48][CH:47]3[CH2:46][CH:45]([CH2:44][CH:43]([CH2:49]3)[CH2:42]1)[CH2:50]2. (4) Given the reactants [N+:1]([C:4]1[O:8][C:7]([C:9](Cl)=[O:10])=[CH:6][CH:5]=1)([O-:3])=[O:2].[NH2:12][C:13]1[S:14][C:15]2[CH:21]=[CH:20][CH:19]=[C:18]([O:22][CH3:23])[C:16]=2[N:17]=1.N1C=CC=CC=1, predict the reaction product. The product is: [CH3:23][O:22][C:18]1[C:16]2[N:17]=[C:13]([NH:12][C:9]([C:7]3[O:8][C:4]([N+:1]([O-:3])=[O:2])=[CH:5][CH:6]=3)=[O:10])[S:14][C:15]=2[CH:21]=[CH:20][CH:19]=1. (5) Given the reactants P(OP(O)(O)=O)(O)(O)=O.[CH3:10][C:11]([C:13]1[C:18]([NH2:19])=[CH:17][C:16]2[O:20][CH2:21][O:22][C:15]=2[CH:14]=1)=[O:12].[O:23]1[CH:27]=[C:26]([C:28](Cl)=[O:29])[C:25]2[CH:31]=[CH:32][CH:33]=[CH:34][C:24]1=2, predict the reaction product. The product is: [C:11]([C:13]1[C:18]([NH:19][C:28]([C:26]2[C:25]3[CH:31]=[CH:32][CH:33]=[CH:34][C:24]=3[O:23][CH:27]=2)=[O:29])=[CH:17][C:16]2[O:20][CH2:21][O:22][C:15]=2[CH:14]=1)(=[O:12])[CH3:10]. (6) Given the reactants [N+:1]([C:4]1[CH:8]=[CH:7][NH:6][N:5]=1)([O-:3])=[O:2].CN(C)C=O.[H-].[Na+].I[CH2:17][CH2:18][O:19][CH:20]([CH3:22])[CH3:21], predict the reaction product. The product is: [CH:20]([O:19][CH2:18][CH2:17][N:6]1[CH:7]=[CH:8][C:4]([N+:1]([O-:3])=[O:2])=[N:5]1)([CH3:22])[CH3:21]. (7) Given the reactants [F:1][C:2]1[CH:7]=[CH:6][C:5]([NH:8][C:9]2[N:14]=[C:13]([NH:15][CH:16]3[CH2:21][CH2:20][N:19]([S:22]([CH3:25])(=[O:24])=[O:23])[CH2:18][CH2:17]3)[N:12]=[C:11]([O:26][CH2:27][C:28]([F:31])([F:30])[F:29])[N:10]=2)=[CH:4][C:3]=1[C:32]([N:34]1[CH2:39][CH2:38][O:37][CH2:36][CH2:35]1)=O.C1COCC1, predict the reaction product. The product is: [F:1][C:2]1[CH:7]=[CH:6][C:5]([NH:8][C:9]2[N:14]=[C:13]([NH:15][CH:16]3[CH2:17][CH2:18][N:19]([S:22]([CH3:25])(=[O:23])=[O:24])[CH2:20][CH2:21]3)[N:12]=[C:11]([O:26][CH2:27][C:28]([F:29])([F:30])[F:31])[N:10]=2)=[CH:4][C:3]=1[CH2:32][N:34]1[CH2:35][CH2:36][O:37][CH2:38][CH2:39]1.